Task: Predict which catalyst facilitates the given reaction.. Dataset: Catalyst prediction with 721,799 reactions and 888 catalyst types from USPTO Product: [CH2:27]([N:9]1[CH2:10][C:6]2([CH2:12][CH2:13][C:3]([N:2]([CH3:19])[CH3:1])([C:14]3[S:15][CH:16]=[CH:17][CH:18]=3)[CH2:4][CH2:5]2)[CH2:7][C:8]1=[O:11])[CH2:28][CH2:29][CH3:30]. The catalyst class is: 42. Reactant: [CH3:1][N:2]([CH3:19])[C:3]1([C:14]2[S:15][CH:16]=[CH:17][CH:18]=2)[CH2:13][CH2:12][C:6]2([CH2:10][NH:9][C:8](=[O:11])[CH2:7]2)[CH2:5][CH2:4]1.CC([O-])(C)C.[K+].I[CH2:27][CH2:28][CH2:29][CH3:30].